Binary Classification. Given a T-cell receptor sequence (or CDR3 region) and an epitope sequence, predict whether binding occurs between them. From a dataset of TCR-epitope binding with 47,182 pairs between 192 epitopes and 23,139 TCRs. (1) The epitope is AVFDRKSDAK. The TCR CDR3 sequence is CASSLAASGPTGDEQFF. Result: 1 (the TCR binds to the epitope). (2) The epitope is YLQPRTFLL. The TCR CDR3 sequence is CASQYSNTGELFF. Result: 1 (the TCR binds to the epitope).